From a dataset of Catalyst prediction with 721,799 reactions and 888 catalyst types from USPTO. Predict which catalyst facilitates the given reaction. (1) Reactant: [NH:1](C(OCC1C=CC=CC=1)=O)[C@H:2]([C:23]([O:25]CC1C=CC=CC=1)=[O:24])[CH2:3][CH2:4][C:5]([NH:7][C@H:8]([C:13]([O:15]CC1C=CC=CC=1)=[O:14])[CH2:9][CH2:10][CH2:11][CH3:12])=[O:6].C(O)C.[H][H]. Product: [NH2:1][C@H:2]([C:23]([OH:25])=[O:24])[CH2:3][CH2:4][C:5]([NH:7][C@H:8]([C:13]([OH:15])=[O:14])[CH2:9][CH2:10][CH2:11][CH3:12])=[O:6]. The catalyst class is: 386. (2) Reactant: [H-].[Na+].[F:3][C:4]([F:18])([F:17])[C:5]1[CH:10]=[CH:9][N:8]=[C:7]([C:11]2[NH:12][O:13][C:14](=[O:16])[N:15]=2)[CH:6]=1.[F:19][C:20]1[CH:30]=[CH:29][C:23]([C:24]([O:26][CH2:27]Cl)=[O:25])=[CH:22][CH:21]=1.[Cl-].[NH4+]. Product: [F:19][C:20]1[CH:21]=[CH:22][C:23]([C:24]([O:26][CH2:27][N:15]2[C:14](=[O:16])[O:13][N:12]=[C:11]2[C:7]2[CH:6]=[C:5]([C:4]([F:3])([F:17])[F:18])[CH:10]=[CH:9][N:8]=2)=[O:25])=[CH:29][CH:30]=1. The catalyst class is: 9. (3) Reactant: [N+:1]([C:4]1[CH:17]=[CH:16][C:7]([O:8][CH2:9][CH2:10][N:11]2[CH2:15][CH2:14][CH2:13][CH2:12]2)=[CH:6][CH:5]=1)([O-])=O.[H][H]. Product: [N:11]1([CH2:10][CH2:9][O:8][C:7]2[CH:6]=[CH:5][C:4]([NH2:1])=[CH:17][CH:16]=2)[CH2:15][CH2:14][CH2:13][CH2:12]1. The catalyst class is: 19. (4) Reactant: [CH3:1][C:2]1[N:9]2[C:5]([O:6][C:7]([C:10]3[CH:15]=[CH:14][C:13]([NH:16][C:17]([NH2:19])=[S:18])=[CH:12][CH:11]=3)=[N:8]2)=[CH:4][N:3]=1.[I:20][CH3:21]. Product: [IH:20].[CH3:1][C:2]1[N:9]2[C:5]([O:6][C:7]([C:10]3[CH:11]=[CH:12][C:13]([NH:16][C:17]([S:18][CH3:21])=[NH:19])=[CH:14][CH:15]=3)=[N:8]2)=[CH:4][N:3]=1. The catalyst class is: 14.